Regression/Classification. Given a drug SMILES string, predict its absorption, distribution, metabolism, or excretion properties. Task type varies by dataset: regression for continuous measurements (e.g., permeability, clearance, half-life) or binary classification for categorical outcomes (e.g., BBB penetration, CYP inhibition). Dataset: cyp2c9_veith. From a dataset of CYP2C9 inhibition data for predicting drug metabolism from PubChem BioAssay. (1) The molecule is O=c1oc(-c2cccs2)nc2ccc(Br)cc12. The result is 0 (non-inhibitor). (2) The compound is N#CCCn1c(=O)c(CCc2ccccc2)nc2cnc(Oc3ccccc3)nc21. The result is 1 (inhibitor). (3) The drug is C/C(O)=C(/C#N)C(=O)Nc1cc(Br)ccc1Br. The result is 0 (non-inhibitor). (4) The drug is COc1ccc(Br)c2c1C[C@H](C(=O)O)CC2. The result is 0 (non-inhibitor). (5) The compound is Cc1cc(C)cc(CSCC(=O)N/N=C/c2ccc(OCC(=O)NCc3ccco3)cc2)c1. The result is 1 (inhibitor). (6) The molecule is COCCn1c(=O)c(C)nc2cnc(OCc3ccccc3)nc21. The result is 0 (non-inhibitor). (7) The result is 0 (non-inhibitor). The molecule is O=C(O)CCNc1ncnc2nc[nH]c12.